From a dataset of CYP3A4 inhibition data for predicting drug metabolism from PubChem BioAssay. Regression/Classification. Given a drug SMILES string, predict its absorption, distribution, metabolism, or excretion properties. Task type varies by dataset: regression for continuous measurements (e.g., permeability, clearance, half-life) or binary classification for categorical outcomes (e.g., BBB penetration, CYP inhibition). Dataset: cyp3a4_veith. (1) The drug is Nc1ccc(-c2sc(N)nc2-c2ccccc2)cc1. The result is 1 (inhibitor). (2) The compound is Cc1cccc(-n2ncc3c(Nc4c(C)n(C)n(-c5ccccc5)c4=O)ncnc32)c1. The result is 0 (non-inhibitor). (3) The drug is COc1ccc2c3c1O[C@@H]1C[C@@H](O)C=C[C@@]31CCN(C)C2. The result is 0 (non-inhibitor).